This data is from Forward reaction prediction with 1.9M reactions from USPTO patents (1976-2016). The task is: Predict the product of the given reaction. (1) Given the reactants [Cl:1][C:2]1[CH:23]=[C:22]([O:24][CH2:25][CH2:26][CH3:27])[CH:21]=[CH:20][C:3]=1[CH2:4][N:5]1[C:9]2=[N:10][C:11]([C:15]([O:17]C)=[O:16])=[CH:12][C:13]([CH3:14])=[C:8]2[N:7]=[C:6]1[CH3:19].[OH-].[Na+].Cl.O, predict the reaction product. The product is: [Cl:1][C:2]1[CH:23]=[C:22]([O:24][CH2:25][CH2:26][CH3:27])[CH:21]=[CH:20][C:3]=1[CH2:4][N:5]1[C:9]2=[N:10][C:11]([C:15]([OH:17])=[O:16])=[CH:12][C:13]([CH3:14])=[C:8]2[N:7]=[C:6]1[CH3:19]. (2) Given the reactants OCC1C=C(CO)[CH:10]=[C:9]2[C:4]=1[C:5](=[O:15])[CH:6]=[CH:7][O:8]2.C[C:17]([CH3:20])([O-:19])[CH3:18].[K+].[C:22](Cl)(=[O:38])[CH2:23][CH2:24][CH2:25][CH2:26][CH2:27][CH2:28][CH2:29][CH2:30][CH2:31][CH2:32][CH2:33][CH2:34][CH2:35][CH2:36][CH3:37].O.CN(C)[CH:43]=[O:44], predict the reaction product. The product is: [C:22]([O:19][C:17]1[CH:18]=[C:7]2[C:6]([C:5](=[O:15])[CH:4]=[C:9]([CH3:10])[O:8]2)=[C:43]([OH:44])[CH:20]=1)(=[O:38])[CH2:23][CH2:24][CH2:25][CH2:26][CH2:27][CH2:28][CH2:29][CH2:30][CH2:31][CH2:32][CH2:33][CH2:34][CH2:35][CH2:36][CH3:37]. (3) Given the reactants [CH3:1][C:2]1[C:6]([CH2:7][O:8][C:9]2[CH:14]=[CH:13][C:12]([CH2:15][C:16]([O:18][CH2:19][C:20]3[CH:25]=[CH:24][CH:23]=[CH:22][CH:21]=3)=[O:17])=[CH:11][C:10]=2[CH:26]=[O:27])=[C:5]([CH3:28])[O:4][N:3]=1.P([O-])(O)(O)=[O:30].[Na+].Cl([O-])=O.[Na+].C([O-])([O-])=O.[Na+].[Na+], predict the reaction product. The product is: [CH2:19]([O:18][C:16](=[O:17])[CH2:15][C:12]1[CH:13]=[CH:14][C:9]([O:8][CH2:7][C:6]2[C:2]([CH3:1])=[N:3][O:4][C:5]=2[CH3:28])=[C:10]([CH:11]=1)[C:26]([OH:30])=[O:27])[C:20]1[CH:21]=[CH:22][CH:23]=[CH:24][CH:25]=1. (4) Given the reactants [Zn](CC)CC.F[C:7](F)(F)[C:8]([OH:10])=O.C(I)I.[Br:16][C:17]1[CH:22]=[C:21]([CH:23]=C)[CH:20]=[C:19](OCOC)[CH:18]=1, predict the reaction product. The product is: [Br:16][C:17]1[CH:22]=[C:8]([OH:10])[CH:7]=[C:19]([CH:20]2[CH2:21][CH2:23]2)[CH:18]=1. (5) Given the reactants [NH:1]([C:6]([O:8][C:9]([CH3:12])([CH3:11])[CH3:10])=[O:7])[CH2:2][C:3]([OH:5])=O.C(N=C=NC(C)C)(C)C.C1C=CC2N(O)N=NC=2C=1.[F:32][C:33]1[CH:34]=[C:35]([CH:38]=[C:39]([C:41]([F:44])([F:43])[F:42])[CH:40]=1)[CH2:36][NH2:37], predict the reaction product. The product is: [C:9]([O:8][C:6](=[O:7])[NH:1][CH2:2][C:3](=[O:5])[NH:37][CH2:36][C:35]1[CH:38]=[C:39]([C:41]([F:42])([F:43])[F:44])[CH:40]=[C:33]([F:32])[CH:34]=1)([CH3:12])([CH3:11])[CH3:10].